From a dataset of Forward reaction prediction with 1.9M reactions from USPTO patents (1976-2016). Predict the product of the given reaction. (1) Given the reactants [F:1][C:2]1[C:11]2[CH2:10][N:9]([C@H:12]([CH:20]([CH3:22])[CH3:21])[C:13]([O:15]C(C)(C)C)=[O:14])[C:8](=[O:23])[C:7]3=[CH:24][NH:25][C:5]([C:6]=23)=[N:4][CH:3]=1, predict the reaction product. The product is: [F:1][C:2]1[C:11]2[CH2:10][N:9]([C@H:12]([CH:20]([CH3:21])[CH3:22])[C:13]([OH:15])=[O:14])[C:8](=[O:23])[C:7]3=[CH:24][NH:25][C:5]([C:6]=23)=[N:4][CH:3]=1. (2) Given the reactants [NH2:1][C:2]1[CH:7]=[CH:6][C:5]([Br:8])=[CH:4][C:3]=1[NH:9][C:10]1[CH:17]=[CH:16][C:13]([C:14]#[N:15])=[CH:12][CH:11]=1.[CH2:18](OC(OCC)OCC)C, predict the reaction product. The product is: [Br:8][C:5]1[CH:6]=[CH:7][C:2]2[N:1]=[CH:18][N:9]([C:10]3[CH:17]=[CH:16][C:13]([C:14]#[N:15])=[CH:12][CH:11]=3)[C:3]=2[CH:4]=1. (3) Given the reactants CC(C)([O-])C.[K+].C[O:8][C:9](=[O:34])[C:10]1[CH:15]=[CH:14][C:13]([CH2:16][C:17]([C:19]2[C:24]([O:25][CH3:26])=[CH:23][CH:22]=[C:21]([C:27]3[S:28][CH:29]=[CH:30][CH:31]=3)[C:20]=2[O:32][CH3:33])=[O:18])=[CH:12][CH:11]=1, predict the reaction product. The product is: [CH3:33][O:32][C:20]1[C:21]([C:27]2[S:28][CH:29]=[CH:30][CH:31]=2)=[CH:22][CH:23]=[C:24]([O:25][CH3:26])[C:19]=1[C:17](=[O:18])[CH2:16][C:13]1[CH:12]=[CH:11][C:10]([C:9]([OH:34])=[O:8])=[CH:15][CH:14]=1.